Predict the product of the given reaction. From a dataset of Forward reaction prediction with 1.9M reactions from USPTO patents (1976-2016). (1) Given the reactants [F:1][C:2]1[C:7]([OH:8])=[CH:6][CH:5]=[CH:4][N:3]=1.CC([O-])=O.[Na+].[Br:14]Br.[OH-].[Na+], predict the reaction product. The product is: [Br:14][C:4]1[N:3]=[C:2]([F:1])[C:7]([OH:8])=[CH:6][CH:5]=1. (2) Given the reactants [CH2:1]([O:3][C:4](=[O:29])[CH2:5][S:6][C:7]1[S:11][C:10]([NH:12][C:13]([N:15]([C@H:22]2[CH2:27][CH2:26][C@H:25]([CH3:28])[CH2:24][CH2:23]2)[CH:16]2[CH2:21][CH2:20][NH:19][CH2:18][CH2:17]2)=[O:14])=[N:9][CH:8]=1)[CH3:2].[N:30]1([C:36](Cl)=[O:37])[CH2:35][CH2:34][O:33][CH2:32][CH2:31]1, predict the reaction product. The product is: [CH2:1]([O:3][C:4](=[O:29])[CH2:5][S:6][C:7]1[S:11][C:10]([NH:12][C:13]([N:15]([C@H:22]2[CH2:23][CH2:24][C@H:25]([CH3:28])[CH2:26][CH2:27]2)[CH:16]2[CH2:21][CH2:20][N:19]([C:36]([N:30]3[CH2:35][CH2:34][O:33][CH2:32][CH2:31]3)=[O:37])[CH2:18][CH2:17]2)=[O:14])=[N:9][CH:8]=1)[CH3:2].[CH3:28][C@H:25]1[CH2:26][CH2:27][C@H:22]([N:15]([CH:16]2[CH2:17][CH2:18][N:19]([C:36]([N:30]3[CH2:35][CH2:34][O:33][CH2:32][CH2:31]3)=[O:37])[CH2:20][CH2:21]2)[C:13](=[O:14])[NH:12][C:10]2[S:11][C:7]([S:6][CH2:5][C:4]([OH:3])=[O:29])=[CH:8][N:9]=2)[CH2:23][CH2:24]1. (3) Given the reactants [CH3:1][O:2][C:3]1[C:12]2[CH2:11][CH2:10][C@H:9]3[C@H:13]([CH3:21])[C:14]4([CH2:19][CH2:20][C@:8]3([C:22]3[CH:27]=[CH:26][CH:25]=[CH:24][CH:23]=3)[C:7]=2[N:6]=[C:5]([C:28]2[CH:33]=[CH:32][CH:31]=[CH:30][C:29]=2[O:34][CH3:35])[N:4]=1)OCC[O:15]4.Cl.C(=O)(O)[O-].[Na+], predict the reaction product. The product is: [CH3:1][O:2][C:3]1[C:12]2[CH2:11][CH2:10][C@H:9]3[C@H:13]([CH3:21])[C:14](=[O:15])[CH2:19][CH2:20][C@:8]3([C:22]3[CH:27]=[CH:26][CH:25]=[CH:24][CH:23]=3)[C:7]=2[N:6]=[C:5]([C:28]2[CH:33]=[CH:32][CH:31]=[CH:30][C:29]=2[O:34][CH3:35])[N:4]=1. (4) Given the reactants C([N:8]1[CH2:13][CH2:12][N:11]([C:14]2[CH:22]=[CH:21][CH:20]=[C:19]3[C:15]=2[CH:16]=[CH:17][NH:18]3)[CH2:10][CH2:9]1)(OC(C)(C)C)=O.[CH3:23][O:24][C:25]1[CH:30]=[CH:29][C:28]([S:31]([Cl:34])(=[O:33])=[O:32])=[CH:27][CH:26]=1, predict the reaction product. The product is: [ClH:34].[CH3:23][O:24][C:25]1[CH:26]=[CH:27][C:28]([S:31]([N:18]2[C:19]3[C:15](=[C:14]([N:11]4[CH2:10][CH2:9][NH:8][CH2:13][CH2:12]4)[CH:22]=[CH:21][CH:20]=3)[CH:16]=[CH:17]2)(=[O:33])=[O:32])=[CH:29][CH:30]=1. (5) Given the reactants [OH:1][C@H:2]([C@H:10]1[O:15][CH2:14][CH2:13][N:12]([C:16]2[CH:21]=[CH:20][CH:19]=[C:18]([C:22]([F:25])([F:24])[F:23])[N:17]=2)[C:11]1=[O:26])[C:3]([O:5][C:6]([CH3:9])([CH3:8])[CH3:7])=[O:4].[Li+].[CH3:28][CH:29]([N-]C(C)C)C.C(Br)C, predict the reaction product. The product is: [CH2:28]([C@:10]1([C@@H:2]([OH:1])[C:3]([O:5][C:6]([CH3:8])([CH3:7])[CH3:9])=[O:4])[O:15][CH2:14][CH2:13][N:12]([C:16]2[CH:21]=[CH:20][CH:19]=[C:18]([C:22]([F:23])([F:25])[F:24])[N:17]=2)[C:11]1=[O:26])[CH3:29]. (6) Given the reactants [Cl:1][C:2]1[CH:3]=[C:4]([Cl:21])[C:5]2[O:10][C@H:9]([CH:11]([CH3:13])[CH3:12])[C:8](=[O:14])[N:7]([CH2:15][CH2:16][C:17]([OH:19])=[O:18])[C:6]=2[CH:20]=1.[C:22]1([C@H:28]([NH2:30])[CH3:29])[CH:27]=[CH:26][CH:25]=[CH:24][CH:23]=1, predict the reaction product. The product is: [C:22]1([C@H:28]([NH2:30])[CH3:29])[CH:27]=[CH:26][CH:25]=[CH:24][CH:23]=1.[Cl:1][C:2]1[CH:3]=[C:4]([Cl:21])[C:5]2[O:10][C@H:9]([CH:11]([CH3:13])[CH3:12])[C:8](=[O:14])[N:7]([CH2:15][CH2:16][C:17]([OH:19])=[O:18])[C:6]=2[CH:20]=1.